This data is from Peptide-MHC class I binding affinity with 185,985 pairs from IEDB/IMGT. The task is: Regression. Given a peptide amino acid sequence and an MHC pseudo amino acid sequence, predict their binding affinity value. This is MHC class I binding data. (1) The peptide sequence is GPKVKQWPL. The MHC is HLA-A68:01 with pseudo-sequence HLA-A68:01. The binding affinity (normalized) is 0.0185. (2) The peptide sequence is IPSYKKLIM. The MHC is HLA-B35:01 with pseudo-sequence HLA-B35:01. The binding affinity (normalized) is 0.577. (3) The peptide sequence is AVPTWRIPERL. The MHC is Mamu-A02 with pseudo-sequence Mamu-A02. The binding affinity (normalized) is 0.277. (4) The peptide sequence is IISLKYTRK. The MHC is HLA-B39:01 with pseudo-sequence HLA-B39:01. The binding affinity (normalized) is 0.0847. (5) The MHC is HLA-A24:02 with pseudo-sequence HLA-A24:02. The peptide sequence is KMQKEYALL. The binding affinity (normalized) is 0.719. (6) The peptide sequence is SMKSVQNNTV. The MHC is HLA-A29:02 with pseudo-sequence HLA-A29:02. The binding affinity (normalized) is 0. (7) The peptide sequence is ISSGETRSF. The MHC is HLA-B15:01 with pseudo-sequence HLA-B15:01. The binding affinity (normalized) is 0.243. (8) The peptide sequence is FSQQPQQTFP. The MHC is HLA-B08:01 with pseudo-sequence HLA-B08:01. The binding affinity (normalized) is 0.